This data is from Forward reaction prediction with 1.9M reactions from USPTO patents (1976-2016). The task is: Predict the product of the given reaction. (1) Given the reactants [NH:1]1[C:10]2[C:5](=[CH:6][CH:7]=[CH:8][CH:9]=2)[CH2:4][CH2:3][CH:2]1[CH2:11][C:12]([O:14][CH2:15][C:16]1[CH:21]=[CH:20][CH:19]=[CH:18][CH:17]=1)=[O:13].[F:22][C:23]([F:31])([F:30])[C:24](=[O:29])[C:25]([F:28])([F:27])[F:26].O, predict the reaction product. The product is: [F:22][C:23]([F:31])([F:30])[C:24]([C:7]1[CH:6]=[C:5]2[C:10](=[CH:9][CH:8]=1)[NH:1][CH:2]([CH2:11][C:12]([O:14][CH2:15][C:16]1[CH:17]=[CH:18][CH:19]=[CH:20][CH:21]=1)=[O:13])[CH2:3][CH2:4]2)([OH:29])[C:25]([F:28])([F:27])[F:26]. (2) Given the reactants C(OC([N:8]([CH2:42][C:43]([O:45]C(C)(C)C)=[O:44])[C:9]1[CH:14]=[CH:13][CH:12]=[C:11]([CH:15]([S:31]([C:34]2[CH:39]=[CH:38][C:37]([O:40][CH3:41])=[CH:36][CH:35]=2)(=[O:33])=[O:32])[NH:16][CH2:17][C:18]2[CH:23]=[CH:22][C:21]([C:24]([CH3:30])([CH3:29])[CH2:25][CH2:26][CH2:27][CH3:28])=[CH:20][CH:19]=2)[N:10]=1)=O)(C)(C)C.FC(F)(F)C(O)=O, predict the reaction product. The product is: [CH3:41][O:40][C:37]1[CH:36]=[CH:35][C:34]([S:31]([CH:15]([NH:16][CH2:17][C:18]2[CH:19]=[CH:20][C:21]([C:24]([CH3:29])([CH3:30])[CH2:25][CH2:26][CH2:27][CH3:28])=[CH:22][CH:23]=2)[C:11]2[N:10]=[C:9]([NH:8][CH2:42][C:43]([OH:45])=[O:44])[CH:14]=[CH:13][CH:12]=2)(=[O:32])=[O:33])=[CH:39][CH:38]=1. (3) Given the reactants [CH3:1][N:2]1[C:6]([C:7]([F:10])([F:9])[F:8])=[C:5]([C:11]([OH:13])=O)[CH:4]=[N:3]1.O1CCCC1.C(Cl)(=O)C(Cl)=O.[NH2:25][C:26]1[CH:27]=[C:28]([CH:45]=[CH:46][CH:47]=1)[O:29][C:30]1[CH:31]=[CH:32][C:33]2[N:34]([N:36]=[C:37]([NH:39][C:40]([CH:42]3[CH2:44][CH2:43]3)=[O:41])[N:38]=2)[CH:35]=1, predict the reaction product. The product is: [CH:42]1([C:40]([NH:39][C:37]2[N:38]=[C:33]3[CH:32]=[CH:31][C:30]([O:29][C:28]4[CH:27]=[C:26]([NH:25][C:11]([C:5]5[CH:4]=[N:3][N:2]([CH3:1])[C:6]=5[C:7]([F:10])([F:9])[F:8])=[O:13])[CH:47]=[CH:46][CH:45]=4)=[CH:35][N:34]3[N:36]=2)=[O:41])[CH2:43][CH2:44]1.